This data is from Full USPTO retrosynthesis dataset with 1.9M reactions from patents (1976-2016). The task is: Predict the reactants needed to synthesize the given product. (1) Given the product [Cl:1][C:2]1[CH:7]=[C:6]([CH:5]=[CH:4][C:3]=1[CH:10]1[N:14]2[CH:15]=[N:16][CH:17]=[C:13]2[CH2:12][CH2:11]1)[C:8]#[N:9], predict the reactants needed to synthesize it. The reactants are: [Cl:1][C:2]1[CH:7]=[C:6]([C:8]#[N:9])[CH:5]=[CH:4][C:3]=1[C:10]1(C(O)=O)[N:14]2[CH:15]=[N:16][CH:17]=[C:13]2[CH2:12][CH2:11]1.CCN(CC)CC. (2) Given the product [NH2:36][C:22]1[N:23]=[C:24]([C:26]2[CH:35]=[C:34]3[C:29]([CH2:30][CH2:31][N:32]([C:8](=[O:9])[CH2:7][CH:6]([NH:5][C:3](=[O:4])[O:2][CH3:1])[CH3:11])[CH2:33]3)=[CH:28][CH:27]=2)[CH:25]=[C:20]([N:17]2[CH2:16][CH2:15][N:14]([CH3:13])[CH2:19][CH2:18]2)[N:21]=1, predict the reactants needed to synthesize it. The reactants are: [CH3:1][O:2][C:3]([NH:5][CH:6]([CH3:11])[CH2:7][C:8](O)=[O:9])=[O:4].Cl.[CH3:13][N:14]1[CH2:19][CH2:18][N:17]([C:20]2[CH:25]=[C:24]([C:26]3[CH:35]=[C:34]4[C:29]([CH2:30][CH2:31][NH:32][CH2:33]4)=[CH:28][CH:27]=3)[N:23]=[C:22]([NH2:36])[N:21]=2)[CH2:16][CH2:15]1. (3) Given the product [F:8][C:7]1[C:2]([F:1])=[C:3]2[C:4]([N:9]=[CH:13][C:12](=[O:11])[NH:10]2)=[CH:5][CH:6]=1, predict the reactants needed to synthesize it. The reactants are: [F:1][C:2]1[C:7]([F:8])=[CH:6][CH:5]=[C:4]([NH2:9])[C:3]=1[NH2:10].[O:11]=[CH:12][C:13](OCC)=O.FC1C=C2C(=CC=1F)NC(=O)C=N2.FC1C(F)=CC=C2C=1N=CC(=O)N2. (4) Given the product [CH2:10]([N:3]1[C:2]([CH3:1])=[C:6]([CH3:7])[S:5]/[C:4]/1=[N:8]\[C:22]([C:12]12[CH2:21][CH:16]3[CH2:17][CH:18]([CH2:20][CH:14]([CH2:15]3)[CH2:13]1)[CH2:19]2)=[O:23])[CH3:11], predict the reactants needed to synthesize it. The reactants are: [CH3:1][C:2]1[N:3]=[C:4]([NH2:8])[S:5][C:6]=1[CH3:7].I[CH2:10][CH3:11].[C:12]12([C:22](O)=[O:23])[CH2:21][CH:16]3[CH2:17][CH:18]([CH2:20][CH:14]([CH2:15]3)[CH2:13]1)[CH2:19]2. (5) Given the product [F:28][C:2]([F:1])([C:7]1[CH:11]=[C:10]([NH:12][C:13](=[O:14])[NH2:35])[N:9]([C:22]2[CH:23]=[CH:24][CH:25]=[CH:26][CH:27]=2)[N:8]=1)[C:3]([F:5])([F:6])[F:4], predict the reactants needed to synthesize it. The reactants are: [F:1][C:2]([F:28])([C:7]1[CH:11]=[C:10]([NH:12][C:13](=O)[O:14]C2C=CC=CC=2)[N:9]([C:22]2[CH:27]=[CH:26][CH:25]=[CH:24][CH:23]=2)[N:8]=1)[C:3]([F:6])([F:5])[F:4].COC1C=C2C(=CC=1OC)N=C[N:35]=C2OC1C=C(C=CC=1)N.C(N(C(C)C)CC)C. (6) Given the product [CH3:1][C:2]1[S:6][C:5]([C:7]2[CH:8]=[N:9][CH:10]=[CH:11][CH:12]=2)=[N:4][C:3]=1[C:13]1[CH:18]=[CH:17][C:16]([NH2:19])=[CH:15][CH:14]=1, predict the reactants needed to synthesize it. The reactants are: [CH3:1][C:2]1[S:6][C:5]([C:7]2[CH:8]=[N:9][CH:10]=[CH:11][CH:12]=2)=[N:4][C:3]=1[C:13]1[CH:18]=[CH:17][C:16]([N+:19]([O-])=O)=[CH:15][CH:14]=1.